Predict which catalyst facilitates the given reaction. From a dataset of Catalyst prediction with 721,799 reactions and 888 catalyst types from USPTO. (1) Reactant: [C:1]([C:4]1[C:14]([OH:15])=[CH:13][CH:12]=[CH:11][C:5]=1[O:6][CH2:7]C(O)=O)(=O)[CH3:2].[C:16](OC(=O)C)(=O)C.C([O-])(=O)C.[Na+]. Product: [CH3:7][O:6][C:5]1[C:4]2[C:1]([CH3:2])=[CH:16][O:15][C:14]=2[CH:13]=[CH:12][CH:11]=1. The catalyst class is: 6. (2) The catalyst class is: 17. Product: [C:27]([O:26][CH2:25][C:23]1[N:22]=[CH:21][N:20]([C:1]([C:14]2[CH:15]=[CH:16][CH:17]=[CH:18][CH:19]=2)([C:8]2[CH:9]=[CH:10][CH:11]=[CH:12][CH:13]=2)[C:2]2[CH:7]=[CH:6][CH:5]=[CH:4][CH:3]=2)[CH:24]=1)(=[O:29])[CH3:28]. Reactant: [C:1]([N:20]1[CH:24]=[C:23]([CH2:25][OH:26])[N:22]=[CH:21]1)([C:14]1[CH:19]=[CH:18][CH:17]=[CH:16][CH:15]=1)([C:8]1[CH:13]=[CH:12][CH:11]=[CH:10][CH:9]=1)[C:2]1[CH:7]=[CH:6][CH:5]=[CH:4][CH:3]=1.[C:27](OC(=O)C)(=[O:29])[CH3:28].CCOC(C)=O. (3) Reactant: [NH2:1][C:2]1[CH:13]=[CH:12][C:11]([O:14][Si:15]([C:18]([CH3:21])([CH3:20])[CH3:19])([CH3:17])[CH3:16])=[CH:10][C:3]=1[C:4](N(OC)C)=[O:5].[C:22]1([CH3:30])[CH:27]=[CH:26][CH:25]=[C:24]([Mg]Br)[CH:23]=1.O1CCCC1. Product: [NH2:1][C:2]1[CH:13]=[CH:12][C:11]([O:14][Si:15]([C:18]([CH3:19])([CH3:20])[CH3:21])([CH3:16])[CH3:17])=[CH:10][C:3]=1[C:4]([C:24]1[CH:25]=[CH:26][CH:27]=[C:22]([CH3:30])[CH:23]=1)=[O:5]. The catalyst class is: 27. (4) Reactant: [O:1]1[C:5]2[CH:6]=[C:7]([CH:10]3[CH2:15][CH2:14][NH:13][CH2:12][CH2:11]3)[CH:8]=[CH:9][C:4]=2[CH:3]=[CH:2]1.[CH:16]1([C:20]2[C:28]([C:29](=[O:32])[NH:30][CH3:31])=[CH:27][C:23]([C:24](O)=[O:25])=[C:22]([CH3:33])[CH:21]=2)[CH2:19][CH2:18][CH2:17]1.CCN=C=NCCCN(C)C.Cl.CCOC(C)=O. Product: [O:1]1[C:5]2[CH:6]=[C:7]([CH:10]3[CH2:15][CH2:14][N:13]([C:24]([C:23]4[C:22]([CH3:33])=[CH:21][C:20]([CH:16]5[CH2:19][CH2:18][CH2:17]5)=[C:28]([CH:27]=4)[C:29]([NH:30][CH3:31])=[O:32])=[O:25])[CH2:12][CH2:11]3)[CH:8]=[CH:9][C:4]=2[CH:3]=[CH:2]1. The catalyst class is: 468. (5) Reactant: [O:1]1[CH:5]=[CH:4][CH:3]=[C:2]1[C:6]1[N:14]=[C:13]([N+]([O-])=O)[N:12]=[C:11]2[C:7]=1[N:8]=[CH:9][N:10]2[CH2:18][C:19]1[CH:24]=[CH:23][C:22]([O:25][CH3:26])=[CH:21][CH:20]=1.N1C=C2C(N=CN2)=NC=1.[OH-:36].C([N+](CCCC)(CCCC)CCCC)CCC.[NH4+].[Cl-]. Product: [O:1]1[CH:5]=[CH:4][CH:3]=[C:2]1[C:6]1[N:14]=[C:13]([OH:36])[N:12]=[C:11]2[C:7]=1[N:8]=[CH:9][N:10]2[CH2:18][C:19]1[CH:24]=[CH:23][C:22]([O:25][CH3:26])=[CH:21][CH:20]=1. The catalyst class is: 1. (6) Reactant: [H-].[Al+3].[Li+].[H-].[H-].[H-].[NH2:7][C@@H:8]([C:14]1[CH:19]=[CH:18][CH:17]=[CH:16][CH:15]=1)[C@H:9]([CH3:13])[C:10]([NH2:12])=O. Product: [CH3:13][C@H:9]([CH2:10][NH2:12])[C@H:8]([C:14]1[CH:19]=[CH:18][CH:17]=[CH:16][CH:15]=1)[NH2:7]. The catalyst class is: 7. (7) Reactant: [OH-].[Na+].Cl.[NH2:4][CH2:5][C:6]([O:8][CH2:9][CH3:10])=[O:7].[C:11]([O:15][CH2:16][CH3:17])(=[O:14])[CH:12]=[CH2:13]. Product: [CH2:9]([O:8][C:6]([CH2:5][NH:4][CH2:13][CH2:12][C:11]([O:15][CH2:16][CH3:17])=[O:14])=[O:7])[CH3:10]. The catalyst class is: 6.